From a dataset of Forward reaction prediction with 1.9M reactions from USPTO patents (1976-2016). Predict the product of the given reaction. Given the reactants Br[C:2]1[CH:10]=[C:9]2[C:5]([C:6]([C:24]3[CH:33]=[CH:32][C:27]([C:28]([O:30][CH3:31])=[O:29])=[CH:26][C:25]=3[F:34])=[N:7][N:8]2[C:11](=[O:23])[C:12]2[C:17]([C:18]([F:21])([F:20])[F:19])=[CH:16][CH:15]=[CH:14][C:13]=2[Cl:22])=[CH:4][CH:3]=1.[CH2:35]([O:38][CH:39]1[CH2:44][CH2:43][CH2:42][CH2:41][O:40]1)[C:36]#[CH:37], predict the reaction product. The product is: [Cl:22][C:13]1[CH:14]=[CH:15][CH:16]=[C:17]([C:18]([F:20])([F:19])[F:21])[C:12]=1[C:11]([N:8]1[C:9]2[C:5](=[CH:4][CH:3]=[C:2]([C:37]#[C:36][CH2:35][O:38][CH:39]3[CH2:44][CH2:43][CH2:42][CH2:41][O:40]3)[CH:10]=2)[C:6]([C:24]2[CH:33]=[CH:32][C:27]([C:28]([O:30][CH3:31])=[O:29])=[CH:26][C:25]=2[F:34])=[N:7]1)=[O:23].